Dataset: Full USPTO retrosynthesis dataset with 1.9M reactions from patents (1976-2016). Task: Predict the reactants needed to synthesize the given product. (1) Given the product [C:4]([C:6]1[CH:7]=[C:8]([CH:12]=[CH:13][CH:14]=1)[C:9]([NH:3][CH2:1][CH3:2])=[O:10])#[N:5], predict the reactants needed to synthesize it. The reactants are: [CH2:1]([NH2:3])[CH3:2].[C:4]([C:6]1[CH:7]=[C:8]([CH:12]=[CH:13][CH:14]=1)[C:9](Cl)=[O:10])#[N:5]. (2) The reactants are: [NH:1]1[CH2:6][CH2:5][CH2:4][CH2:3][CH2:2]1.[Cl:7][CH2:8][O:9][C:10](Cl)=[O:11]. Given the product [Cl:7][CH2:8][O:9][C:10]([N:1]1[CH2:6][CH2:5][CH2:4][CH2:3][CH2:2]1)=[O:11], predict the reactants needed to synthesize it.